Dataset: Full USPTO retrosynthesis dataset with 1.9M reactions from patents (1976-2016). Task: Predict the reactants needed to synthesize the given product. (1) Given the product [Br:15][C:16]1[CH:17]=[C:18]([N+:23]([O-:25])=[O:24])[CH:19]=[CH:20][C:21]=1[O:14][CH:11]1[CH2:12][CH2:13][N:8]([C:6]([O:5][C:1]([CH3:4])([CH3:2])[CH3:3])=[O:7])[CH2:9][CH2:10]1, predict the reactants needed to synthesize it. The reactants are: [C:1]([O:5][C:6]([N:8]1[CH2:13][CH2:12][CH:11]([OH:14])[CH2:10][CH2:9]1)=[O:7])([CH3:4])([CH3:3])[CH3:2].[Br:15][C:16]1[CH:17]=[C:18]([N+:23]([O-:25])=[O:24])[CH:19]=[CH:20][C:21]=1O.BrC1C=C([N+]([O-])=O)C=CC=1.C1(P(C2C=CC=CC=2)C2C=CC=CC=2)C=CC=CC=1.N(C(OCC)=O)=NC(OCC)=O. (2) Given the product [C:1]([O:5][C:6](=[O:8])[NH:7][CH2:10][C:11]1[O:12][C:32]([C:19]2[CH:20]=[CH:21][C:16]([C@@H:15]([OH:26])[C@H:14]([NH:13][C:11](=[O:12])[CH:10]([Cl:29])[Cl:9])[CH2:27][F:28])=[CH:17][CH:18]=2)=[CH:38][N:13]=1)([CH3:4])([CH3:3])[CH3:2], predict the reactants needed to synthesize it. The reactants are: [C:1]([O:5][C:6](=[O:8])[NH2:7])([CH3:4])([CH3:3])[CH3:2].[Cl:9][CH:10]([Cl:29])[C:11]([NH:13][C@H:14]([CH2:27][F:28])[C@H:15]([OH:26])[C:16]1[CH:21]=[CH:20][C:19]([Sn](C)(C)C)=[CH:18][CH:17]=1)=[O:12].[F-].[Cs+].[C:32]1([CH3:38])C=CC=CC=1.